From a dataset of Forward reaction prediction with 1.9M reactions from USPTO patents (1976-2016). Predict the product of the given reaction. (1) The product is: [Cl:1][C:2]1[N:3]=[CH:4][N:5]([CH2:30][O:31][CH2:32][CH2:33][Si:34]([CH3:37])([CH3:36])[CH3:35])[C:6]=1[C:7]([NH:9][CH2:10][C:11]1[CH:16]=[CH:15][C:14]([Cl:17])=[C:13]([O:18][C:19]2[CH:24]=[C:23]([C:25]#[CH:38])[CH:22]=[C:21]([C:27]#[N:28])[CH:20]=2)[C:12]=1[F:29])=[O:8]. Given the reactants [Cl:1][C:2]1[N:3]=[CH:4][N:5]([CH2:30][O:31][CH2:32][CH2:33][Si:34]([CH3:37])([CH3:36])[CH3:35])[C:6]=1[C:7]([NH:9][CH2:10][C:11]1[CH:16]=[CH:15][C:14]([Cl:17])=[C:13]([O:18][C:19]2[CH:24]=[C:23]([CH:25]=O)[CH:22]=[C:21]([C:27]#[N:28])[CH:20]=2)[C:12]=1[F:29])=[O:8].[C:38](=O)([O-])[O-].[K+].[K+].CC(C)C(=O)C(P(=O)([O-])[O-])=[N+]=[N-], predict the reaction product. (2) Given the reactants Br[C:2]1[CH:3]=[C:4]([CH3:16])[C:5]([C:8]2[CH:13]=[C:12]([Cl:14])[CH:11]=[C:10]([Cl:15])[CH:9]=2)=[N:6][CH:7]=1.C(=O)([O-])[O-].[K+].[K+], predict the reaction product. The product is: [Cl:15][C:10]1[CH:9]=[C:8]([C:5]2[N:6]=[CH:7][C:2]([C:2]3[CH:7]=[N:6][C:5]([C:8]4[CH:13]=[C:12]([Cl:14])[CH:11]=[C:10]([Cl:15])[CH:9]=4)=[C:4]([CH3:16])[CH:3]=3)=[CH:3][C:4]=2[CH3:16])[CH:13]=[C:12]([Cl:14])[CH:11]=1. (3) Given the reactants [C:1]([O:5][C:6]([N:8]1[C@H:12]([C:13]2[CH:18]=[CH:17][CH:16]=[CH:15][CH:14]=2)[CH2:11][CH2:10][C@@H:9]1[C:19](O)=[O:20])=[O:7])([CH3:4])([CH3:3])[CH3:2].CN1CCOCC1.ClC(OCC(C)C)=O.[BH4-].[Na+], predict the reaction product. The product is: [C:1]([O:5][C:6]([N:8]1[C@H:12]([C:13]2[CH:14]=[CH:15][CH:16]=[CH:17][CH:18]=2)[CH2:11][CH2:10][C@@H:9]1[CH2:19][OH:20])=[O:7])([CH3:4])([CH3:3])[CH3:2]. (4) Given the reactants [C:1]1([C:7]2[O:11][N:10]=[C:9]([C:12](O)=[O:13])[C:8]=2[C:15]([F:18])([F:17])[F:16])[CH:6]=[CH:5][CH:4]=[CH:3][CH:2]=1.N1C=CC=CC=1.N1C(F)=NC(F)=NC=1[F:27], predict the reaction product. The product is: [C:1]1([C:7]2[O:11][N:10]=[C:9]([C:12]([F:27])=[O:13])[C:8]=2[C:15]([F:18])([F:17])[F:16])[CH:6]=[CH:5][CH:4]=[CH:3][CH:2]=1. (5) Given the reactants [O:1]=[C:2]1[C:11]2[C:6](=[CH:7][CH:8]=[CH:9][CH:10]=2)[CH:5]=[CH:4][N:3]1[CH2:12][CH:13]=O.Cl[CH2:16][CH2:17]Cl.[NH2:19][CH2:20][CH2:21][CH2:22][O:23][C:24]1[CH:41]=[CH:40][C:27]2[N:28]([CH2:38][CH3:39])[C:29](=[O:37])[C:30]([CH3:36])([CH3:35])[C:31](=[O:34])[N:32]([CH3:33])[C:26]=2[CH:25]=1.[Na], predict the reaction product. The product is: [O:1]=[C:2]1[C:11]2[C:6](=[CH:7][CH:8]=[CH:9][CH:10]=2)[CH:5]=[CH:4][N:3]1[CH2:16][CH2:17][N:19]([CH2:13][CH2:12][N:3]1[CH:4]=[CH:5][C:6]2[C:11](=[CH:10][CH:9]=[CH:8][CH:7]=2)[C:2]1=[O:1])[CH2:20][CH2:21][CH2:22][O:23][C:24]1[CH:41]=[CH:40][C:27]2[N:28]([CH2:38][CH3:39])[C:29](=[O:37])[C:30]([CH3:35])([CH3:36])[C:31](=[O:34])[N:32]([CH3:33])[C:26]=2[CH:25]=1. (6) Given the reactants [CH:1](=O)[C:2]1[C:3](=[CH:5][CH:6]=[CH:7][CH:8]=1)[OH:4].[OH:10][C:11]1[C:12]([C:21]([NH:23][NH2:24])=[O:22])=[CH:13][C:14]2[C:19]([CH:20]=1)=[CH:18][CH:17]=[CH:16][CH:15]=2, predict the reaction product. The product is: [OH:10][C:11]1[C:12]([C:21]([NH:23][N:24]=[CH:1][C:2]2[CH:8]=[CH:7][CH:6]=[CH:5][C:3]=2[OH:4])=[O:22])=[CH:13][C:14]2[C:19]([CH:20]=1)=[CH:18][CH:17]=[CH:16][CH:15]=2. (7) The product is: [F:1][C:2]1[CH:3]=[CH:4][C:5]([NH:8][NH:9][C:21]([N:20]([CH:24]([CH3:26])[CH3:25])[CH:17]([CH3:19])[CH3:18])=[O:22])=[N:6][CH:7]=1. Given the reactants [F:1][C:2]1[CH:3]=[CH:4][C:5]([NH:8][NH2:9])=[N:6][CH:7]=1.C(N(CC)CC)C.[CH:17]([N:20]([CH:24]([CH3:26])[CH3:25])[C:21](Cl)=[O:22])([CH3:19])[CH3:18].O, predict the reaction product.